Predict the reactants needed to synthesize the given product. From a dataset of Full USPTO retrosynthesis dataset with 1.9M reactions from patents (1976-2016). (1) Given the product [F:11][C:12]([F:23])([F:22])[C:13]1[CH:18]=[CH:17][C:16]([C:2]2[N:7]=[C:6]([C:8]([OH:10])=[O:9])[CH:5]=[CH:4][N:3]=2)=[CH:15][CH:14]=1, predict the reactants needed to synthesize it. The reactants are: Cl[C:2]1[N:7]=[C:6]([C:8]([OH:10])=[O:9])[CH:5]=[CH:4][N:3]=1.[F:11][C:12]([F:23])([F:22])[C:13]1[CH:18]=[CH:17][C:16](B(O)O)=[CH:15][CH:14]=1.P([O-])([O-])([O-])=O.[K+].[K+].[K+].COCCOC. (2) Given the product [N:1]1([C:5]([C:7]2[N:8]=[CH:9][C:10]([O:13][C:15]3[CH:20]=[CH:19][C:18]([N+:21]([O-:23])=[O:22])=[CH:17][C:16]=3[C@H:24]3[CH2:28][CH2:27][CH2:26][N:25]3[C:29](=[O:31])[CH3:30])=[CH:11][CH:12]=2)=[O:6])[CH2:4][CH2:3][CH2:2]1, predict the reactants needed to synthesize it. The reactants are: [N:1]1([C:5]([C:7]2[CH:12]=[CH:11][C:10]([OH:13])=[CH:9][N:8]=2)=[O:6])[CH2:4][CH2:3][CH2:2]1.F[C:15]1[CH:20]=[CH:19][C:18]([N+:21]([O-:23])=[O:22])=[CH:17][C:16]=1[C@H:24]1[CH2:28][CH2:27][CH2:26][N:25]1[C:29](=[O:31])[CH3:30]. (3) Given the product [C:7]([C:5]1[S:6][C:2]([NH:1][C:15]([O:17][CH2:18][C:19]([Cl:22])([Cl:21])[Cl:20])=[O:16])=[C:3]([C:11]([OH:13])=[O:12])[N:4]=1)([CH3:8])([CH3:9])[CH3:10], predict the reactants needed to synthesize it. The reactants are: [NH2:1][C:2]1[S:6][C:5]([C:7]([CH3:10])([CH3:9])[CH3:8])=[N:4][C:3]=1[C:11]([OH:13])=[O:12].Cl[C:15]([O:17][CH2:18][C:19]([Cl:22])([Cl:21])[Cl:20])=[O:16]. (4) The reactants are: C(C1[CH:11]=[CH:10][C:6]([C:7]([O-:9])=[O:8])=[C:5]([CH3:12])[CH:4]=1)#N.[CH:13](O)=O.[CH2:16]([OH:18])[CH3:17]. Given the product [CH:16]([C:17]1[CH:11]=[CH:10][C:6]([C:7]([O:9][CH3:13])=[O:8])=[C:5]([CH3:12])[CH:4]=1)=[O:18], predict the reactants needed to synthesize it.